From a dataset of Peptide-MHC class II binding affinity with 134,281 pairs from IEDB. Regression. Given a peptide amino acid sequence and an MHC pseudo amino acid sequence, predict their binding affinity value. This is MHC class II binding data. (1) The peptide sequence is SWPDLDLKPGAAWTV. The MHC is DRB1_0301 with pseudo-sequence DRB1_0301. The binding affinity (normalized) is 0.417. (2) The binding affinity (normalized) is 0.465. The peptide sequence is WEQIFSTWLLKPGAG. The MHC is HLA-DQA10102-DQB10602 with pseudo-sequence HLA-DQA10102-DQB10602. (3) The peptide sequence is AYKTAEGATPEAKYD. The MHC is HLA-DPA10201-DPB11401 with pseudo-sequence HLA-DPA10201-DPB11401. The binding affinity (normalized) is 0.466. (4) The peptide sequence is YDKFLADVSTVLTGK. The MHC is DRB1_0405 with pseudo-sequence DRB1_0405. The binding affinity (normalized) is 0.183. (5) The peptide sequence is GELQIADKIDAAFKI. The MHC is DRB1_1501 with pseudo-sequence DRB1_1501. The binding affinity (normalized) is 0.459. (6) The peptide sequence is LRAAMISLAKKIDVQ. The MHC is H-2-IAb with pseudo-sequence H-2-IAb. The binding affinity (normalized) is 0.595.